From a dataset of Forward reaction prediction with 1.9M reactions from USPTO patents (1976-2016). Predict the product of the given reaction. (1) Given the reactants Br[C:2]1[CH:23]=[CH:22][C:5]2[C:6]3[N:7]([CH:11]=[C:12]([C:14]4[N:18]([CH:19]([CH3:21])[CH3:20])[N:17]=[CH:16][N:15]=4)[N:13]=3)[CH2:8][CH2:9][O:10][C:4]=2[CH:3]=1.[OH:24][CH2:25][C:26]1[CH:31]=[CH:30][CH:29]=[CH:28][C:27]=1B(O)O, predict the reaction product. The product is: [CH:19]([N:18]1[C:14]([C:12]2[N:13]=[C:6]3[C:5]4[CH:22]=[CH:23][C:2]([C:27]5[CH:28]=[CH:29][CH:30]=[CH:31][C:26]=5[CH2:25][OH:24])=[CH:3][C:4]=4[O:10][CH2:9][CH2:8][N:7]3[CH:11]=2)=[N:15][CH:16]=[N:17]1)([CH3:21])[CH3:20]. (2) Given the reactants [C:1]([C:4]1[CH:5]=[N:6][C:7]([N:10]2[CH2:15][CH2:14][N:13](C(OCCCC)=O)[CH2:12][CH2:11]2)=[N:8][CH:9]=1)(=[O:3])[CH3:2].C(OCC(F)(F)F)(=O)C.C(=O)([O-])[O-].[Na+].[Na+], predict the reaction product. The product is: [N:10]1([C:7]2[N:6]=[CH:5][C:4]([C:1](=[O:3])[CH3:2])=[CH:9][N:8]=2)[CH2:15][CH2:14][NH:13][CH2:12][CH2:11]1.